From a dataset of Reaction yield outcomes from USPTO patents with 853,638 reactions. Predict the reaction yield, written as a fraction of the theoretical maximum amount of product (1.0 means a 100% yield; for example, 0.34 means a 34% yield). The reactants are [NH2:1][C@@H:2]([CH:6]([CH3:8])[CH3:7])[C:3]([OH:5])=[O:4].[OH-].[Na+].Cl[C:12]([O:14][CH3:15])=[O:13]. The catalyst is O1CCOCC1. The product is [CH3:15][O:14][C:12]([NH:1][C@@H:2]([CH:6]([CH3:8])[CH3:7])[C:3]([OH:5])=[O:4])=[O:13]. The yield is 0.940.